From a dataset of Catalyst prediction with 721,799 reactions and 888 catalyst types from USPTO. Predict which catalyst facilitates the given reaction. (1) Reactant: [NH2:1][C@H:2]1[CH2:6][CH2:5][CH2:4][C@H:3]1[C:7]([NH2:9])=[O:8].CO.[Cl:12][C:13]1[N:18]=[C:17](Cl)[C:16]([Cl:20])=[CH:15][N:14]=1.C(=O)(O)[O-].[Na+]. Product: [Cl:12][C:13]1[N:18]=[C:17]([NH:1][C@H:2]2[CH2:6][CH2:5][CH2:4][C@H:3]2[C:7]([NH2:9])=[O:8])[C:16]([Cl:20])=[CH:15][N:14]=1. The catalyst class is: 6. (2) Product: [Cl:18][C:17]1[CH:16]=[C:15]([C:19]([F:22])([F:21])[F:20])[CH:14]=[C:13]([Cl:23])[C:12]=1[N:7]1[S:6](=[O:24])(=[O:25])[N:5]([CH2:27][C:26]([OH:29])=[O:28])[CH2:10][CH:9]([CH3:11])[CH2:8]1. Reactant: C(O[N:5]1[CH2:10][CH:9]([CH3:11])[CH2:8][N:7]([C:12]2[C:17]([Cl:18])=[CH:16][C:15]([C:19]([F:22])([F:21])[F:20])=[CH:14][C:13]=2[Cl:23])[S:6]1(=[O:25])=[O:24])(=O)C.[C:26]([O:29]CC)(=[O:28])[CH3:27].Cl. The catalyst class is: 87. (3) The catalyst class is: 18. Product: [CH3:23][O:24][C:25](=[O:40])[C:26]1[CH:31]=[C:30]([Cl:32])[C:29]([O:33][CH3:34])=[CH:28][C:27]=1[O:35][CH2:36][CH2:37][CH2:38][N:11]1[CH2:12][CH2:13][C:8]([C:5]2[CH:6]=[CH:7][C:2]([Cl:1])=[CH:3][CH:4]=2)([OH:16])[C:9]([CH3:14])([CH3:15])[CH2:10]1. Reactant: [Cl:1][C:2]1[CH:7]=[CH:6][C:5]([C:8]2([OH:16])[CH2:13][CH2:12][NH:11][CH2:10][C:9]2([CH3:15])[CH3:14])=[CH:4][CH:3]=1.C(=O)([O-])[O-].[K+].[K+].[CH3:23][O:24][C:25](=[O:40])[C:26]1[CH:31]=[C:30]([Cl:32])[C:29]([O:33][CH3:34])=[CH:28][C:27]=1[O:35][CH2:36][CH2:37][CH2:38]Br. (4) Reactant: Br[C:2]1[CH:20]=[C:19]([Cl:21])[C:5]([O:6][C@H:7]([CH2:12][C:13]2[CH:18]=[CH:17][CH:16]=[CH:15][CH:14]=2)[C:8]([O:10][CH3:11])=[O:9])=[C:4]([Cl:22])[CH:3]=1.[CH:23]1[C:31]2[C:30]3[CH:32]=[CH:33][CH:34]=[CH:35][C:29]=3[O:28][C:27]=2[C:26](B(O)O)=[CH:25][CH:24]=1.C([O-])([O-])=O.[Na+].[Na+]. Product: [Cl:21][C:19]1[CH:20]=[C:2]([C:35]2[C:29]3[O:28][C:27]4[CH:26]=[CH:25][CH:24]=[CH:23][C:31]=4[C:30]=3[CH:32]=[CH:33][CH:34]=2)[CH:3]=[C:4]([Cl:22])[C:5]=1[O:6][C@H:7]([CH2:12][C:13]1[CH:18]=[CH:17][CH:16]=[CH:15][CH:14]=1)[C:8]([O:10][CH3:11])=[O:9]. The catalyst class is: 109. (5) Reactant: Br[CH2:2][C:3]1[N:8]([CH2:9][CH2:10][C:11]2[CH:20]=[CH:19][C:14]([C:15]([O:17][CH3:18])=[O:16])=[CH:13][CH:12]=2)[C:7](=[O:21])[C:6]([Cl:22])=[CH:5][C:4]=1[CH:23]1[CH2:25][CH2:24]1.Cl.[CH3:27][NH:28][C:29]1[CH:34]=[CH:33][CH:32]=[C:31]([C:35]([F:38])([F:37])[F:36])[CH:30]=1.C(N(C(C)C)C(C)C)C.O. Product: [Cl:22][C:6]1[C:7](=[O:21])[N:8]([CH2:9][CH2:10][C:11]2[CH:20]=[CH:19][C:14]([C:15]([O:17][CH3:18])=[O:16])=[CH:13][CH:12]=2)[C:3]([CH2:2][N:28]([CH3:27])[C:29]2[CH:34]=[CH:33][CH:32]=[C:31]([C:35]([F:36])([F:37])[F:38])[CH:30]=2)=[C:4]([CH:23]2[CH2:25][CH2:24]2)[CH:5]=1. The catalyst class is: 514.